From a dataset of Full USPTO retrosynthesis dataset with 1.9M reactions from patents (1976-2016). Predict the reactants needed to synthesize the given product. (1) Given the product [C:14]([C:16]1[CH:17]=[CH:18][C:19]([S:22]([O-:24])=[O:23])=[CH:20][CH:21]=1)#[N:15].[CH2:2]([N+:4]1[C:8]2[CH:9]=[CH:10][CH:11]=[CH:12][C:7]=2[O:6][C:5]=1[CH3:13])[CH3:3], predict the reactants needed to synthesize it. The reactants are: [Cl-].[CH2:2]([N+:4]1[C:8]2[CH:9]=[CH:10][CH:11]=[CH:12][C:7]=2[O:6][C:5]=1[CH3:13])[CH3:3].[C:14]([C:16]1[CH:21]=[CH:20][C:19]([S:22]([O-:24])=[O:23])=[CH:18][CH:17]=1)#[N:15].[Na+]. (2) Given the product [Cl:1][C:2]1[CH:3]=[CH:4][C:5]([O:25][CH2:30][C:27]([Cl:26])=[CH2:28])=[C:6]([C:8]2[CH:13]=[CH:12][CH:11]=[CH:10][C:9]=2[C:14]2[N:19]=[C:18]([C:20]([O:22][CH2:23][CH3:24])=[O:21])[CH:17]=[CH:16][CH:15]=2)[CH:7]=1, predict the reactants needed to synthesize it. The reactants are: [Cl:1][C:2]1[CH:3]=[CH:4][C:5]([OH:25])=[C:6]([C:8]2[CH:13]=[CH:12][CH:11]=[CH:10][C:9]=2[C:14]2[N:19]=[C:18]([C:20]([O:22][CH2:23][CH3:24])=[O:21])[CH:17]=[CH:16][CH:15]=2)[CH:7]=1.[Cl:26][C:27](=[CH2:30])[CH2:28]O.C1(P(C2C=CC=CC=2)C2C=CC=CC=2)C=CC=CC=1.N(C(OC(C)C)=O)=NC(OC(C)C)=O. (3) Given the product [CH:15]1([S:14][CH2:13][CH2:12][CH2:11][N:8]2[C:9]3[C:5](=[CH:4][CH:3]=[C:2]([NH:1][C:21](=[O:28])[C:22]4[CH:27]=[CH:26][N:25]=[CH:24][CH:23]=4)[CH:10]=3)[C:6]([CH3:20])([CH3:19])[C:7]2=[O:18])[CH2:17][CH2:16]1, predict the reactants needed to synthesize it. The reactants are: [NH2:1][C:2]1[CH:10]=[C:9]2[C:5]([C:6]([CH3:20])([CH3:19])[C:7](=[O:18])[N:8]2[CH2:11][CH2:12][CH2:13][S:14][CH:15]2[CH2:17][CH2:16]2)=[CH:4][CH:3]=1.[C:21](Cl)(=[O:28])[C:22]1[CH:27]=[CH:26][N:25]=[CH:24][CH:23]=1.CCN(C(C)C)C(C)C. (4) Given the product [O:13]1[C:17]2[CH:18]=[CH:19][CH:20]=[CH:21][C:16]=2[CH:15]=[C:14]1[C:22]1[N:26]2[N:27]=[C:28]([NH:12][C:10](=[O:11])[CH2:9][C:3]3[CH:8]=[CH:7][CH:6]=[CH:5][CH:4]=3)[CH:29]=[CH:30][C:25]2=[N:24][CH:23]=1, predict the reactants needed to synthesize it. The reactants are: [H-].[Na+].[C:3]1([CH2:9][C:10]([NH2:12])=[O:11])[CH:8]=[CH:7][CH:6]=[CH:5][CH:4]=1.[O:13]1[C:17]2[CH:18]=[CH:19][CH:20]=[CH:21][C:16]=2[CH:15]=[C:14]1[C:22]1[N:26]2[N:27]=[C:28](Cl)[CH:29]=[CH:30][C:25]2=[N:24][CH:23]=1. (5) Given the product [CH2:21]([N:8]([CH2:1][C:2]1[CH:3]=[CH:4][CH:5]=[CH:6][CH:7]=1)[C:9]1[C:18]2[C:13](=[CH:14][CH:15]=[C:16]([O:19][CH3:20])[CH:17]=2)[C:12]([CH:32]=[O:31])=[CH:11][CH:10]=1)[C:22]1[CH:27]=[CH:26][CH:25]=[CH:24][CH:23]=1, predict the reactants needed to synthesize it. The reactants are: [CH2:1]([N:8]([CH2:21][C:22]1[CH:27]=[CH:26][CH:25]=[CH:24][CH:23]=1)[C:9]1[C:18]2[C:13](=[CH:14][CH:15]=[C:16]([O:19][CH3:20])[CH:17]=2)[CH:12]=[CH:11][CH:10]=1)[C:2]1[CH:7]=[CH:6][CH:5]=[CH:4][CH:3]=1.[OH-].[Na+].Cl.[O:31]1CCC[CH2:32]1. (6) Given the product [Cl:11][C:12]1[CH:13]=[C:14]([CH:18]=[C:19]([Cl:22])[C:20]=1[OH:21])[C:15]([N:1]1[C:10]2[C:5](=[CH:6][CH:7]=[CH:8][CH:9]=2)[N:4]([C:15]([C:14]2[CH:18]=[C:19]([Cl:22])[C:20]([OH:21])=[C:12]([Cl:11])[CH:13]=2)=[O:16])[CH2:3][CH2:2]1)=[O:16], predict the reactants needed to synthesize it. The reactants are: [NH:1]1[C:10]2[C:5](=[CH:6][CH:7]=[CH:8][CH:9]=2)[NH:4][CH2:3][CH2:2]1.[Cl:11][C:12]1[CH:13]=[C:14]([CH:18]=[C:19]([Cl:22])[C:20]=1[OH:21])[C:15](Cl)=[O:16]. (7) Given the product [CH2:14]([OH:21])[C:15]1[CH:20]=[CH:19][CH:18]=[CH:17][CH:16]=1.[CH2:33]([O:32][CH:31]=[CH:30][C:29]([F:28])([F:49])[F:48])[C:34]1[CH:39]=[CH:38][CH:37]=[CH:36][CH:35]=1.[F:28][C:29]([F:48])([F:49])[CH2:30][CH:31]([O:32][CH2:33][C:34]1[CH:39]=[CH:38][CH:37]=[CH:36][CH:35]=1)[O:40][CH2:41][C:42]1[CH:47]=[CH:46][CH:45]=[CH:44][CH:43]=1.[F:7][C:8]([F:13])([F:12])[CH2:9][CH:10]=[O:11], predict the reactants needed to synthesize it. The reactants are: O.S(=O)(=O)(O)O.[F:7][C:8]([F:13])([F:12])[CH2:9][CH:10]=[O:11].[CH2:14]([O:21]C=CC(F)(F)F)[C:15]1[CH:20]=[CH:19][CH:18]=[CH:17][CH:16]=1.[F:28][C:29]([F:49])([F:48])[CH2:30][CH:31]([O:40][CH2:41][C:42]1[CH:47]=[CH:46][CH:45]=[CH:44][CH:43]=1)[O:32][CH2:33][C:34]1[CH:39]=[CH:38][CH:37]=[CH:36][CH:35]=1. (8) Given the product [CH2:1]([C:8]1[CH:17]=[C:16]2[C:11]([C:12]([OH:35])=[C:13]([C:30]([NH:39][CH:36]3[CH2:38][CH2:37]3)=[O:31])[C:14](=[O:29])[N:15]2[CH2:18][C:19]2[CH:20]=[CH:21][C:22]([S:25]([CH3:28])(=[O:26])=[O:27])=[CH:23][CH:24]=2)=[N:10][CH:9]=1)[C:2]1[CH:3]=[CH:4][CH:5]=[CH:6][CH:7]=1, predict the reactants needed to synthesize it. The reactants are: [CH2:1]([C:8]1[CH:17]=[C:16]2[C:11]([C:12]([OH:35])=[C:13]([C:30](OCC)=[O:31])[C:14](=[O:29])[N:15]2[CH2:18][C:19]2[CH:24]=[CH:23][C:22]([S:25]([CH3:28])(=[O:27])=[O:26])=[CH:21][CH:20]=2)=[N:10][CH:9]=1)[C:2]1[CH:7]=[CH:6][CH:5]=[CH:4][CH:3]=1.[CH:36]1([NH2:39])[CH2:38][CH2:37]1. (9) Given the product [CH3:22][C:12]1([CH3:23])[C:11]2[CH:10]=[C:9]3[NH:8][C:7]4[C:6]([C:21]3=[CH:20][C:19]=2[C:18]2[C:13]1=[CH:14][CH:15]=[CH:16][CH:17]=2)=[CH:5][N:4]=[CH:3][CH:2]=4, predict the reactants needed to synthesize it. The reactants are: Cl[C:2]1[CH:3]=[N:4][CH:5]=[CH:6][C:7]=1[NH:8][C:9]1[CH:21]=[CH:20][C:19]2[C:18]3[C:13](=[CH:14][CH:15]=[CH:16][CH:17]=3)[C:12]([CH3:23])([CH3:22])[C:11]=2[CH:10]=1.CC(C)([O-])C.[Na+].P(C(C)(C)C)(C(C)(C)C)C(C)(C)C.C1(C)C=CC=CC=1.C([O-])([O-])=O.[Na+].[Na+].